From a dataset of Reaction yield outcomes from USPTO patents with 853,638 reactions. Predict the reaction yield, written as a fraction of the theoretical maximum amount of product (1.0 means a 100% yield; for example, 0.34 means a 34% yield). The reactants are [NH2:1][C:2]1[CH:3]=[C:4]([CH:15]=[CH:16][CH:17]=1)[C:5]([NH:7][C:8]1[CH:13]=[CH:12][C:11]([Br:14])=[CH:10][N:9]=1)=[O:6].[F:18][C:19]([F:30])([F:29])[C:20]1[CH:28]=[CH:27][CH:26]=[CH:25][C:21]=1[C:22](Cl)=O.CCN(C(C)C)C(C)C. The catalyst is ClCCl. The product is [F:18][C:19]([F:29])([F:30])[C:20]1[CH:28]=[CH:27][CH:26]=[CH:25][C:21]=1[CH2:22][NH:1][C:2]1[CH:3]=[C:4]([CH:15]=[CH:16][CH:17]=1)[C:5]([NH:7][C:8]1[CH:13]=[CH:12][C:11]([Br:14])=[CH:10][N:9]=1)=[O:6]. The yield is 0.930.